Dataset: TCR-epitope binding with 47,182 pairs between 192 epitopes and 23,139 TCRs. Task: Binary Classification. Given a T-cell receptor sequence (or CDR3 region) and an epitope sequence, predict whether binding occurs between them. (1) The epitope is LLLGIGILV. The TCR CDR3 sequence is CASSSHSLTMNTEAFF. Result: 1 (the TCR binds to the epitope). (2) The epitope is KRWIILGLNK. The TCR CDR3 sequence is CASSLTLGEQYF. Result: 0 (the TCR does not bind to the epitope).